From a dataset of Forward reaction prediction with 1.9M reactions from USPTO patents (1976-2016). Predict the product of the given reaction. (1) Given the reactants [CH3:1][N:2]([CH2:4][CH2:5][N:6]1[C:20](=[O:21])[C:15]2=[CH:16][C:17]([NH2:19])=[CH:18][C:13]3[C:14]2=[C:9]([CH:10]=[CH:11][CH:12]=3)[C:7]1=[O:8])[CH3:3].[Cl:22][CH2:23][C:24]([N:26]=[C:27]=[O:28])=[O:25], predict the reaction product. The product is: [Cl:22][CH2:23][C:24]([NH:26][C:27]([NH:19][C:17]1[CH:18]=[C:13]2[CH:12]=[CH:11][CH:10]=[C:9]3[C:14]2=[C:15]([CH:16]=1)[C:20](=[O:21])[N:6]([CH2:5][CH2:4][N:2]([CH3:1])[CH3:3])[C:7]3=[O:8])=[O:28])=[O:25]. (2) Given the reactants FC(F)(F)C(O)=O.[O:8]1[CH:12]=[CH:11][CH:10]=[C:9]1[C:13]1[O:17][C:16]([C:18](=[O:28])[CH2:19][CH2:20][CH2:21][CH:22]2[CH2:27][CH2:26][NH:25][CH2:24][CH2:23]2)=[N:15][CH:14]=1.C(OC(N1[CH2:41][CH2:40][CH:39]([CH2:42][CH2:43][CH2:44][C:45](C2OC(C3OC=CC=3)=CN=2)=O)CC1)=O)(C)(C)C.C(O)(C(F)(F)F)=O, predict the reaction product. The product is: [CH2:41]([N:25]1[CH2:26][CH2:27][CH:22]([CH2:21][CH2:20][CH2:19][C:18]([C:16]2[O:17][C:13]([C:9]3[O:8][CH:12]=[CH:11][CH:10]=3)=[CH:14][N:15]=2)=[O:28])[CH2:23][CH2:24]1)[C:40]1[CH:39]=[CH:42][CH:43]=[CH:44][CH:45]=1. (3) Given the reactants [CH:1]1([C:4]2[NH:5][C:6]3[C:11]([CH:12]=2)=[C:10]([C:13]([F:16])([F:15])[F:14])[C:9]([C:17]#[N:18])=[CH:8][CH:7]=3)[CH2:3][CH2:2]1.Cl[CH2:20][C:21]1[N:22]=[C:23]([C:26]2[CH:31]=[CH:30][CH:29]=[CH:28][C:27]=2[Cl:32])[S:24][CH:25]=1, predict the reaction product. The product is: [Cl:32][C:27]1[CH:28]=[CH:29][CH:30]=[CH:31][C:26]=1[C:23]1[S:24][CH:25]=[C:21]([CH2:20][N:5]2[C:6]3[C:11](=[C:10]([C:13]([F:14])([F:15])[F:16])[C:9]([C:17]#[N:18])=[CH:8][CH:7]=3)[CH:12]=[C:4]2[CH:1]2[CH2:2][CH2:3]2)[N:22]=1. (4) Given the reactants [Br:1][C:2]1[CH:7]=[CH:6][C:5]([CH:8]([CH3:12])[C:9](O)=[O:10])=[CH:4][CH:3]=1.CN(C=O)C.C(Cl)(=O)C([Cl:21])=O, predict the reaction product. The product is: [Br:1][C:2]1[CH:7]=[CH:6][C:5]([CH:8]([CH3:12])[C:9]([Cl:21])=[O:10])=[CH:4][CH:3]=1. (5) Given the reactants [C:1]([O:5][C:6]([N:8]1[C:17]2[C:12](=[CH:13][C:14]([O:18][CH2:19][CH2:20][CH2:21][CH2:22][CH2:23]Br)=[CH:15][CH:16]=2)[CH2:11][CH2:10][CH2:9]1)=[O:7])([CH3:4])([CH3:3])[CH3:2].[CH2:25]([NH:28][CH3:29])[CH:26]=[CH2:27].C([O-])([O-])=O.[K+].[K+], predict the reaction product. The product is: [C:1]([O:5][C:6]([N:8]1[C:17]2[C:12](=[CH:13][C:14]([O:18][CH2:19][CH2:20][CH2:21][CH2:22][CH2:23][N:28]([CH2:25][CH:26]=[CH2:27])[CH3:29])=[CH:15][CH:16]=2)[CH2:11][CH2:10][CH2:9]1)=[O:7])([CH3:4])([CH3:3])[CH3:2]. (6) The product is: [C:1]([C:5]1[CH:39]=[CH:38][C:8]([C:9]([N:11]2[C@@H:15]([C:16]3[N:17]=[CH:18][S:19][CH:20]=3)[C@@H:14]([C:21]3[CH:26]=[N:25][CH:24]=[CH:23][N:22]=3)[CH2:13][C@@:12]2([CH2:34][CH:35]([CH3:36])[CH3:37])[C:27]([OH:29])=[O:28])=[O:10])=[CH:7][C:6]=1[CH3:40])([CH3:2])([CH3:3])[CH3:4]. Given the reactants [C:1]([C:5]1[CH:39]=[CH:38][C:8]([C:9]([N:11]2[C@@H:15]([C:16]3[N:17]=[CH:18][S:19][CH:20]=3)[C@@H:14]([C:21]3[CH:26]=[N:25][CH:24]=[CH:23][N:22]=3)[CH2:13][C@@:12]2([CH2:34][CH:35]([CH3:37])[CH3:36])[C:27]([O:29]C(C)(C)C)=[O:28])=[O:10])=[CH:7][C:6]=1[CH3:40])([CH3:4])([CH3:3])[CH3:2].C(O)(C(F)(F)F)=O, predict the reaction product. (7) Given the reactants [OH:1][C:2]1[CH:29]=[CH:28][C:5]([C:6]([NH:8][C:9]2[CH:14]=[CH:13][C:12]([CH:15]3[O:20][CH2:19][CH2:18][N:17]([C:21]([O:23][C:24]([CH3:27])([CH3:26])[CH3:25])=[O:22])[CH2:16]3)=[CH:11][CH:10]=2)=[O:7])=[CH:4][CH:3]=1.Br[CH2:31][CH:32]1[CH2:34][CH2:33]1.C(=O)([O-])[O-].[K+].[K+].[I-].[K+], predict the reaction product. The product is: [CH:32]1([CH2:31][O:1][C:2]2[CH:29]=[CH:28][C:5]([C:6]([NH:8][C:9]3[CH:10]=[CH:11][C:12]([CH:15]4[O:20][CH2:19][CH2:18][N:17]([C:21]([O:23][C:24]([CH3:26])([CH3:25])[CH3:27])=[O:22])[CH2:16]4)=[CH:13][CH:14]=3)=[O:7])=[CH:4][CH:3]=2)[CH2:34][CH2:33]1. (8) The product is: [CH3:33][O:34][C:35]1[CH:43]=[CH:42][CH:41]=[CH:40][C:36]=1[CH2:37][N:38]1[C:9](=[O:10])[C:8]2[N:7]([CH:13]3[CH2:18][CH2:17][N:16]([C:19]([O:21][CH2:22][C:23]4[CH:24]=[CH:25][CH:26]=[CH:27][CH:28]=4)=[O:20])[CH2:15][CH2:14]3)[N:6]=[C:5]([C:29]([F:31])([F:32])[F:30])[C:4]=2[C:1]([CH3:2])=[N:39]1. Given the reactants [C:1]([C:4]1[C:5]([C:29]([F:32])([F:31])[F:30])=[N:6][N:7]([CH:13]2[CH2:18][CH2:17][N:16]([C:19]([O:21][CH2:22][C:23]3[CH:28]=[CH:27][CH:26]=[CH:25][CH:24]=3)=[O:20])[CH2:15][CH2:14]2)[C:8]=1[C:9](OC)=[O:10])(=O)[CH3:2].[CH3:33][O:34][C:35]1[CH:43]=[CH:42][CH:41]=[CH:40][C:36]=1[CH2:37][NH:38][NH2:39], predict the reaction product. (9) Given the reactants [S:1]1[CH:5]=[CH:4][C:3]([C:6]2[CH:11]=[CH:10][C:9]([CH2:12][CH2:13][CH2:14]CC(S(N)(=O)=O)C)=[CH:8][CH:7]=2)=[CH:2]1.C([N:24]([CH2:27]C)CC)C.[CH3:29][N:30](C)[S:31](Cl)(=[O:33])=[O:32], predict the reaction product. The product is: [S:1]1[CH:5]=[CH:4][C:3]([C:6]2[CH:7]=[CH:8][C:9]([CH2:12][CH2:13][CH2:14][N:24]([CH3:27])[S:31]([NH:30][CH3:29])(=[O:33])=[O:32])=[CH:10][CH:11]=2)=[CH:2]1. (10) Given the reactants [S:1]1[C:5]2[CH:6]=[C:7]([B-](F)(F)F)[CH:8]=[CH:9][C:4]=2[N:3]=[CH:2]1.[K+].Br[C:16]1[CH:17]=[C:18]([O:23][CH2:24][O:25][CH2:26][CH2:27][O:28][CH3:29])[C:19]([Cl:22])=[N:20][CH:21]=1.C(N(CC)CC)C.O, predict the reaction product. The product is: [Cl:22][C:19]1[N:20]=[CH:21][C:16]([C:7]2[CH:8]=[CH:9][C:4]3[N:3]=[CH:2][S:1][C:5]=3[CH:6]=2)=[CH:17][C:18]=1[O:23][CH2:24][O:25][CH2:26][CH2:27][O:28][CH3:29].